Predict the product of the given reaction. From a dataset of Forward reaction prediction with 1.9M reactions from USPTO patents (1976-2016). (1) Given the reactants [Br-].[F:2][C:3]1[CH:28]=[CH:27][C:6]([CH2:7][P+](C2C=CC=CC=2)(C2C=CC=CC=2)C2C=CC=CC=2)=[CH:5][CH:4]=1.C(O[K])(C)(C)C.[CH2:35]([N:42]1[CH:47]([CH3:48])[CH2:46][O:45][C@H:44]([CH:49]=O)[CH2:43]1)[C:36]1[CH:41]=[CH:40][CH:39]=[CH:38][CH:37]=1, predict the reaction product. The product is: [CH2:35]([N:42]1[CH:47]([CH3:48])[CH2:46][O:45][C@@H:44](/[CH:49]=[CH:7]/[C:6]2[CH:5]=[CH:4][C:3]([F:2])=[CH:28][CH:27]=2)[CH2:43]1)[C:36]1[CH:37]=[CH:38][CH:39]=[CH:40][CH:41]=1. (2) Given the reactants [NH:1]1[CH2:6][CH2:5][CH2:4][CH2:3][CH2:2]1.[C:7]1(=O)[CH2:12][CH2:11][C:10](=[O:13])[CH2:9][CH2:8]1, predict the reaction product. The product is: [OH:13][C:10]1[CH:11]=[CH:12][C:7]([N:1]2[CH2:6][CH2:5][CH2:4][CH2:3][CH2:2]2)=[CH:8][CH:9]=1. (3) Given the reactants [F:1][C:2]([F:13])([F:12])[C:3]1[CH:8]=[CH:7][CH:6]=[CH:5][C:4]=1[S:9]([O-:11])=[O:10].[Na+].[Cl:15][C:16]1[N:21]=[C:20]([CH2:22]I)[CH:19]=[C:18]([N:24]2[CH2:29][CH2:28][O:27][CH2:26][C@@H:25]2[CH3:30])[N:17]=1, predict the reaction product. The product is: [Cl:15][C:16]1[N:17]=[C:18]([N:24]2[CH2:29][CH2:28][O:27][CH2:26][C@@H:25]2[CH3:30])[CH:19]=[C:20]([CH2:22][S:9]([C:4]2[CH:5]=[CH:6][CH:7]=[CH:8][C:3]=2[C:2]([F:1])([F:12])[F:13])(=[O:11])=[O:10])[N:21]=1. (4) Given the reactants F[C:2]1[CH:7]=[CH:6][C:5]([C:8]([F:11])([F:10])[F:9])=[CH:4][C:3]=1[N+:12]([O-:14])=[O:13].[C:15]([NH:22][CH:23]1[CH2:28][CH2:27][CH2:26][NH:25][CH2:24]1)([O:17][C:18]([CH3:21])([CH3:20])[CH3:19])=[O:16], predict the reaction product. The product is: [N+:12]([C:3]1[CH:4]=[C:5]([C:8]([F:11])([F:10])[F:9])[CH:6]=[CH:7][C:2]=1[N:25]1[CH2:26][CH2:27][CH2:28][CH:23]([NH:22][C:15](=[O:16])[O:17][C:18]([CH3:20])([CH3:19])[CH3:21])[CH2:24]1)([O-:14])=[O:13]. (5) Given the reactants [C:1]1([C:11]2[C:23]3[C:22]4[C:17](=[CH:18][CH:19]=[CH:20][CH:21]=4)[C:16]4([C:35]5[C:34](OC)=[CH:33][CH:32]=[C:31]([C:38]6[C:47]7[C:42](=[CH:43][CH:44]=[CH:45][CH:46]=7)[CH:41]=[CH:40][CH:39]=6)[C:30]=5[C:29]5[C:24]4=[CH:25][CH:26]=[CH:27][CH:28]=5)[C:15]=3[C:14](OC)=[CH:13][CH:12]=2)[C:10]2[C:5](=[CH:6][CH:7]=[CH:8][CH:9]=2)[CH:4]=[CH:3][CH:2]=1.C1(N2C(Cl)=NN=N2)C=CC=CC=1.C([O-])([O-])=O.[K+].[K+], predict the reaction product. The product is: [C:38]1([C:31]2[C:30]3[C:29]4[C:24](=[CH:25][CH:26]=[CH:27][CH:28]=4)[C:16]4([C:15]5[CH:14]=[CH:13][CH:12]=[C:11]([C:1]6[C:10]7[C:5](=[CH:6][CH:7]=[CH:8][CH:9]=7)[CH:4]=[CH:3][CH:2]=6)[C:23]=5[C:22]5[C:17]4=[CH:18][CH:19]=[CH:20][CH:21]=5)[C:35]=3[CH:34]=[CH:33][CH:32]=2)[C:47]2[C:42](=[CH:43][CH:44]=[CH:45][CH:46]=2)[CH:41]=[CH:40][CH:39]=1. (6) Given the reactants [Cl:1][C:2]1[N:10]=[C:9]2[C:5]([N:6]=[CH:7][N:8]2[CH:11]2[CH2:16][CH2:15][CH2:14][CH2:13][O:12]2)=[C:4](Cl)[N:3]=1.[Cl:18][C:19]1[CH:24]=[C:23]([Cl:25])[CH:22]=[CH:21][C:20]=1B(O)O.C(=O)([O-])[O-].[K+].[K+].[Cl-].[Na+], predict the reaction product. The product is: [Cl:1][C:2]1[N:10]=[C:9]2[C:5]([N:6]=[CH:7][N:8]2[CH:11]2[CH2:16][CH2:15][CH2:14][CH2:13][O:12]2)=[C:4]([C:22]2[CH:21]=[CH:20][C:19]([Cl:18])=[CH:24][C:23]=2[Cl:25])[N:3]=1. (7) Given the reactants [NH2:1][C:2]1[CH:3]=[C:4]([NH:9]C(=O)C)[CH:5]=[CH:6][C:7]=1[CH3:8].[Cl:13][C:14]1[N:19]=[CH:18][CH:17]=[CH:16][N:15]=1.O, predict the reaction product. The product is: [ClH:13].[CH3:8][C:7]1[C:2]([NH:1][C:14]2[N:19]=[C:18]([C:2]3[CH:3]=[CH:4][CH:5]=[CH:6][CH:7]=3)[CH:17]=[CH:16][N:15]=2)=[CH:3][C:4]([NH2:9])=[CH:5][CH:6]=1. (8) Given the reactants [CH:1]1([CH:7]([NH:20][C:21]2[CH:26]=[CH:25][C:24]([C:27]([N:29]([CH3:37])[CH2:30][CH2:31][C:32]([O:34]CC)=[O:33])=[O:28])=[CH:23][CH:22]=2)[C:8]2[C:12]3[CH:13]=[CH:14][C:15]([O:17][CH3:18])=[CH:16][C:11]=3[O:10][C:9]=2[CH3:19])[CH2:6][CH2:5][CH2:4][CH2:3][CH2:2]1.O1CCCC1.[OH-].[Na+], predict the reaction product. The product is: [CH:1]1([CH:7]([NH:20][C:21]2[CH:22]=[CH:23][C:24]([C:27]([N:29]([CH3:37])[CH2:30][CH2:31][C:32]([OH:34])=[O:33])=[O:28])=[CH:25][CH:26]=2)[C:8]2[C:12]3[CH:13]=[CH:14][C:15]([O:17][CH3:18])=[CH:16][C:11]=3[O:10][C:9]=2[CH3:19])[CH2:6][CH2:5][CH2:4][CH2:3][CH2:2]1.